This data is from Forward reaction prediction with 1.9M reactions from USPTO patents (1976-2016). The task is: Predict the product of the given reaction. (1) Given the reactants Br[C:2]1[CH:3]=[C:4]([CH:12]=[CH:13][CH:14]=1)[CH2:5][C:6]1[O:10][N:9]=[C:8]([CH3:11])[N:7]=1.[Cl-].[C:16]([O:20][C:21](=[O:24])[CH2:22][Zn+])([CH3:19])([CH3:18])[CH3:17], predict the reaction product. The product is: [CH3:11][C:8]1[N:7]=[C:6]([CH2:5][C:4]2[CH:3]=[C:2]([CH2:22][C:21]([O:20][C:16]([CH3:19])([CH3:18])[CH3:17])=[O:24])[CH:14]=[CH:13][CH:12]=2)[O:10][N:9]=1. (2) Given the reactants [F:1][C:2]([F:13])([F:12])[C:3]1[CH:11]=[CH:10][C:6]([C:7]([NH2:9])=[O:8])=[CH:5][CH:4]=1.C(Cl)(=O)[C:15](Cl)=[O:16], predict the reaction product. The product is: [F:1][C:2]([F:12])([F:13])[C:3]1[CH:11]=[CH:10][C:6]([C:7]([N:9]=[C:15]=[O:16])=[O:8])=[CH:5][CH:4]=1. (3) The product is: [CH3:19][C:17]1[CH:18]=[C:13]([CH2:12][N:9]2[C:10](=[O:11])[C:6]3[CH:5]=[CH:4][N:3]=[C:2]([C:25]([O:27][C:28]4[CH:33]=[CH:32][CH:31]=[CH:30][CH:29]=4)=[O:26])[C:7]=3[CH2:8]2)[CH:14]=[N:15][C:16]=1[N:20]1[CH:24]=[CH:23][CH:22]=[N:21]1. Given the reactants Cl[C:2]1[C:7]2[CH2:8][N:9]([CH2:12][C:13]3[CH:14]=[N:15][C:16]([N:20]4[CH:24]=[CH:23][CH:22]=[N:21]4)=[C:17]([CH3:19])[CH:18]=3)[C:10](=[O:11])[C:6]=2[CH:5]=[CH:4][N:3]=1.[CH:25]([O:27][C:28]1[CH:33]=[CH:32][CH:31]=[CH:30][CH:29]=1)=[O:26], predict the reaction product. (4) Given the reactants [NH2:1][C:2]1[CH:3]=[CH:4][C:5]2[O:9][C:8]([CH:10]([NH:17][C:18]3[CH:23]=[CH:22][C:21]([C:24]([N:26]([CH3:34])[CH2:27][CH2:28][C:29]([O:31][CH2:32][CH3:33])=[O:30])=[O:25])=[CH:20][CH:19]=3)[CH:11]3[CH2:16][CH2:15][CH2:14][CH2:13][CH2:12]3)=[C:7]([CH3:35])[C:6]=2[CH:36]=1.[CH:37](=O)[C:38]1[CH:43]=[CH:42][CH:41]=[CH:40][CH:39]=1.C([BH3-])#N.[Na+].C(=O)([O-])O.[Na+], predict the reaction product. The product is: [CH2:37]([NH:1][C:2]1[CH:3]=[CH:4][C:5]2[O:9][C:8]([CH:10]([NH:17][C:18]3[CH:23]=[CH:22][C:21]([C:24]([N:26]([CH3:34])[CH2:27][CH2:28][C:29]([O:31][CH2:32][CH3:33])=[O:30])=[O:25])=[CH:20][CH:19]=3)[CH:11]3[CH2:12][CH2:13][CH2:14][CH2:15][CH2:16]3)=[C:7]([CH3:35])[C:6]=2[CH:36]=1)[C:38]1[CH:43]=[CH:42][CH:41]=[CH:40][CH:39]=1. (5) Given the reactants CC([O-])(C)C.[K+].[Cl:7][C:8]1[CH:13]=[C:12]([CH2:14]Cl)[CH:11]=[CH:10][N:9]=1.[C:16]([C:20]1[CH:25]=[CH:24][C:23]([C:26]2[N:30]=[C:29]([C:31]3[CH:35]=[C:34]([CH3:36])[NH:33][N:32]=3)[O:28][N:27]=2)=[CH:22][CH:21]=1)([CH3:19])([CH3:18])[CH3:17].O, predict the reaction product. The product is: [C:16]([C:20]1[CH:21]=[CH:22][C:23]([C:26]2[N:30]=[C:29]([C:31]3[CH:35]=[C:34]([CH3:36])[N:33]([CH2:14][C:12]4[CH:11]=[CH:10][N:9]=[C:8]([Cl:7])[CH:13]=4)[N:32]=3)[O:28][N:27]=2)=[CH:24][CH:25]=1)([CH3:19])([CH3:18])[CH3:17]. (6) Given the reactants [OH:1][CH2:2][C@@H:3]1[C@@H:7]([OH:8])[CH2:6][CH2:5][O:4]1.[C:9]1([CH3:19])[CH:14]=[CH:13][C:12]([S:15](Cl)(=[O:17])=[O:16])=[CH:11][CH:10]=1, predict the reaction product. The product is: [CH3:19][C:9]1[CH:14]=[CH:13][C:12]([S:15]([O:1][CH2:2][C@@H:3]2[C@@H:7]([OH:8])[CH2:6][CH2:5][O:4]2)(=[O:17])=[O:16])=[CH:11][CH:10]=1.